Dataset: NCI-60 drug combinations with 297,098 pairs across 59 cell lines. Task: Regression. Given two drug SMILES strings and cell line genomic features, predict the synergy score measuring deviation from expected non-interaction effect. (1) Drug 1: CN(C)C1=NC(=NC(=N1)N(C)C)N(C)C. Drug 2: CC=C1C(=O)NC(C(=O)OC2CC(=O)NC(C(=O)NC(CSSCCC=C2)C(=O)N1)C(C)C)C(C)C. Cell line: A549. Synergy scores: CSS=23.6, Synergy_ZIP=3.17, Synergy_Bliss=2.50, Synergy_Loewe=-59.7, Synergy_HSA=-0.327. (2) Drug 1: C1=CC=C(C(=C1)C(C2=CC=C(C=C2)Cl)C(Cl)Cl)Cl. Drug 2: C1=NNC2=C1C(=O)NC=N2. Cell line: SNB-19. Synergy scores: CSS=7.72, Synergy_ZIP=-2.73, Synergy_Bliss=-2.65, Synergy_Loewe=4.51, Synergy_HSA=-1.43. (3) Drug 1: C1=CC(=CC=C1CC(C(=O)O)N)N(CCCl)CCCl.Cl. Drug 2: CC1C(C(=O)NC(C(=O)N2CCCC2C(=O)N(CC(=O)N(C(C(=O)O1)C(C)C)C)C)C(C)C)NC(=O)C3=C4C(=C(C=C3)C)OC5=C(C(=O)C(=C(C5=N4)C(=O)NC6C(OC(=O)C(N(C(=O)CN(C(=O)C7CCCN7C(=O)C(NC6=O)C(C)C)C)C)C(C)C)C)N)C. Cell line: A498. Synergy scores: CSS=14.4, Synergy_ZIP=2.72, Synergy_Bliss=7.27, Synergy_Loewe=3.36, Synergy_HSA=3.33. (4) Synergy scores: CSS=44.2, Synergy_ZIP=6.68, Synergy_Bliss=7.92, Synergy_Loewe=2.15, Synergy_HSA=10.2. Drug 2: CCC(=C(C1=CC=CC=C1)C2=CC=C(C=C2)OCCN(C)C)C3=CC=CC=C3.C(C(=O)O)C(CC(=O)O)(C(=O)O)O. Drug 1: C1=CC(=C2C(=C1NCCNCCO)C(=O)C3=C(C=CC(=C3C2=O)O)O)NCCNCCO. Cell line: MCF7. (5) Drug 1: CC12CCC3C(C1CCC2O)C(CC4=C3C=CC(=C4)O)CCCCCCCCCS(=O)CCCC(C(F)(F)F)(F)F. Drug 2: C(CCl)NC(=O)N(CCCl)N=O. Cell line: RPMI-8226. Synergy scores: CSS=1.55, Synergy_ZIP=1.60, Synergy_Bliss=4.93, Synergy_Loewe=-0.441, Synergy_HSA=2.92. (6) Drug 1: CC(CN1CC(=O)NC(=O)C1)N2CC(=O)NC(=O)C2. Drug 2: CCC1(CC2CC(C3=C(CCN(C2)C1)C4=CC=CC=C4N3)(C5=C(C=C6C(=C5)C78CCN9C7C(C=CC9)(C(C(C8N6C=O)(C(=O)OC)O)OC(=O)C)CC)OC)C(=O)OC)O.OS(=O)(=O)O. Cell line: OVCAR-4. Synergy scores: CSS=14.6, Synergy_ZIP=-4.74, Synergy_Bliss=-0.191, Synergy_Loewe=-6.41, Synergy_HSA=1.75.